Dataset: Catalyst prediction with 721,799 reactions and 888 catalyst types from USPTO. Task: Predict which catalyst facilitates the given reaction. Reactant: [OH-].[K+].[Cl:3][C:4]1[C:9]([C:10]([F:13])([F:12])[F:11])=[C:8]([Cl:14])[C:7]([O:15][CH3:16])=[CH:6][C:5]=1[NH:17]C(=O)C. Product: [Cl:3][C:4]1[C:9]([C:10]([F:13])([F:12])[F:11])=[C:8]([Cl:14])[C:7]([O:15][CH3:16])=[CH:6][C:5]=1[NH2:17]. The catalyst class is: 315.